Predict the reactants needed to synthesize the given product. From a dataset of Full USPTO retrosynthesis dataset with 1.9M reactions from patents (1976-2016). (1) Given the product [CH3:19][S:20]([O:18][CH:16]1[CH2:17][N:14]([CH:1]([C:8]2[CH:13]=[CH:12][CH:11]=[CH:10][CH:9]=2)[C:2]2[CH:3]=[CH:4][CH:5]=[CH:6][CH:7]=2)[CH2:15]1)(=[O:22])=[O:21], predict the reactants needed to synthesize it. The reactants are: [CH:1]([N:14]1[CH2:17][CH:16]([OH:18])[CH2:15]1)([C:8]1[CH:13]=[CH:12][CH:11]=[CH:10][CH:9]=1)[C:2]1[CH:7]=[CH:6][CH:5]=[CH:4][CH:3]=1.[CH3:19][S:20](Cl)(=[O:22])=[O:21].O. (2) Given the product [Cl:13][C:14]1[CH:19]=[CH:18][C:17]([N:20]2[C:29](=[O:30])[C:28]3[C:23](=[CH:24][CH:25]=[CH:26][CH:27]=3)[N:22]=[C:21]2[C:31]2[CH:36]=[CH:35][C:34]([N+:37]([O-:39])=[O:38])=[C:33](/[CH:40]=[CH:6]/[N:7]([CH3:9])[CH3:8])[CH:32]=2)=[CH:16][CH:15]=1, predict the reactants needed to synthesize it. The reactants are: C(O[CH:6](N(C)C)[N:7]([CH3:9])[CH3:8])(C)(C)C.[Cl:13][C:14]1[CH:19]=[CH:18][C:17]([N:20]2[C:29](=[O:30])[C:28]3[C:23](=[CH:24][CH:25]=[CH:26][CH:27]=3)[N:22]=[C:21]2[C:31]2[CH:36]=[CH:35][C:34]([N+:37]([O-:39])=[O:38])=[C:33]([CH3:40])[CH:32]=2)=[CH:16][CH:15]=1. (3) Given the product [Cl:13][C:14]1[CH:15]=[CH:16][C:17]([CH3:21])=[C:18]([CH:24]2[C:25](=[O:30])[CH:26]3[CH2:29][CH:22]([CH2:28][CH2:27]3)[C:23]2=[O:31])[CH:19]=1, predict the reactants needed to synthesize it. The reactants are: C([O-])(=O)C.C([O-])(=O)C.C([O-])(=O)C.[Cl:13][C:14]1[CH:15]=[CH:16][C:17]([CH3:21])=[C:18]([Pb+3])[CH:19]=1.[CH:22]12[CH2:29][CH:26]([CH2:27][CH2:28]1)[C:25](=[O:30])[CH2:24][C:23]2=[O:31].C1(C)C=CC=CC=1. (4) Given the product [F:13][C:14]1[CH:15]=[C:16]2[C:21](=[C:22]([F:33])[C:23]=1[C:2]1[N:7]=[C:6]([C:8]([O:10][CH3:11])=[O:9])[CH:5]=[CH:4][C:3]=1[F:12])[O:20][CH2:19][CH2:18][C:17]2([OH:34])[CH3:35], predict the reactants needed to synthesize it. The reactants are: Br[C:2]1[N:7]=[C:6]([C:8]([O:10][CH3:11])=[O:9])[CH:5]=[CH:4][C:3]=1[F:12].[F:13][C:14]1[CH:15]=[C:16]2[C:21](=[C:22]([F:33])[C:23]=1B1OC(C)(C)C(C)(C)O1)[O:20][CH2:19][CH2:18][C:17]2([CH3:35])[OH:34]. (5) Given the product [CH3:16][O:15][C:9]1[CH:10]=[CH:11][C:12]2[C:7]([N:8]=1)=[C:6]1[CH2:17][CH:3]([CH2:2][N:25]3[CH2:26][CH2:27][CH:28]([NH:31][C:43]([C:40]4[CH:41]=[CH:42][C:36]5[S:35][CH2:34][C:33](=[O:32])[NH:38][C:37]=5[CH:39]=4)=[O:44])[CH2:29][CH2:30]3)[O:4][C:5]1=[CH:14][N:13]=2, predict the reactants needed to synthesize it. The reactants are: Br[CH2:2][CH:3]1[CH2:17][C:6]2=[C:7]3[C:12](=[N:13][CH:14]=[C:5]2[O:4]1)[CH:11]=[CH:10][C:9]([O:15][CH3:16])=[N:8]3.C(OC([N:25]1[CH2:30][CH2:29][CH:28]([NH2:31])[CH2:27][CH2:26]1)=O)(C)(C)C.[O:32]=[C:33]1[NH:38][C:37]2[CH:39]=[C:40]([C:43](O)=[O:44])[CH:41]=[CH:42][C:36]=2[S:35][CH2:34]1. (6) Given the product [CH2:18]([C@@H:16]1[N:15]([C:20]2[CH:27]=[CH:26][C:23]([C:24]#[N:25])=[C:22]([Cl:28])[C:21]=2[CH3:29])[C:14](=[O:30])[N:13]2[CH2:12][CH2:11][C@@H:10]([OH:9])[C@@H:17]12)[CH3:19], predict the reactants needed to synthesize it. The reactants are: C([O:9][C@H:10]1[C@@H:17]2[N:13]([C:14](=[O:30])[N:15]([C:20]3[CH:27]=[CH:26][C:23]([C:24]#[N:25])=[C:22]([Cl:28])[C:21]=3[CH3:29])[C@H:16]2[CH2:18][CH3:19])[CH2:12][CH2:11]1)(=O)C1C=CC=CC=1.[OH-].[K+].CO. (7) Given the product [CH3:1][CH:2]1[N:7]([C:8]2[CH:13]=[CH:12][C:11]([C:14]([F:16])([F:15])[F:17])=[CH:10][N:9]=2)[CH2:6][CH2:5][N:4]([CH2:18][C:19]2[C:20]([C:24]3[CH:25]=[C:26]([C:29]([NH2:30])=[O:32])[NH:27][CH:28]=3)=[N:21][NH:22][CH:23]=2)[CH2:3]1, predict the reactants needed to synthesize it. The reactants are: [CH3:1][C@H:2]1[N:7]([C:8]2[CH:13]=[CH:12][C:11]([C:14]([F:17])([F:16])[F:15])=[CH:10][N:9]=2)[CH2:6][CH2:5][N:4]([CH2:18][C:19]2[C:20]([C:24]3[CH:25]=[C:26]([C:29]#[N:30])[NH:27][CH:28]=3)=[N:21][NH:22][CH:23]=2)[CH2:3]1.C([O-])([O-])=[O:32].[K+].[K+].OO.